From a dataset of Experimentally validated miRNA-target interactions with 360,000+ pairs, plus equal number of negative samples. Binary Classification. Given a miRNA mature sequence and a target amino acid sequence, predict their likelihood of interaction. The miRNA is hsa-miR-1301-5p with sequence CGCUCUAGGCACCGCAGCA. The protein sequence of the target gene is MSMLPSFGFTQEQVACVCEVLQQGGNLERLGRFLWSLPACDHLHKNESVLKAKAVVAFHRGNFRELYKILESHQFSPHNHPKLQQLWLKAHYVEAEKLRGRPLGAVGKYRVRRKFPLPRTIWDGEETSYCFKEKSRGVLREWYAHNPYPSPREKRELAEATGLTTTQVSNWFKNRRQRDRAAEAKERENTENNNSSSNKQNQLSPLEGGKPLMSSSEEEFSPPQSPDQNSVLLLQGNMGHARSSNYSLPGLTASQPSHGLQTHQHQLQDSLLGPLTSSLVDLGS. Result: 0 (no interaction).